This data is from Full USPTO retrosynthesis dataset with 1.9M reactions from patents (1976-2016). The task is: Predict the reactants needed to synthesize the given product. Given the product [Si:15]([O:22][C@H:23]([C@H:25]([N:69]1[CH:68]=[N:67][C:66]2[C:70]1=[N:71][CH:72]=[N:73][C:65]=2[Cl:64])[CH2:26][CH2:27][CH3:28])[CH3:24])([C:18]([CH3:21])([CH3:20])[CH3:19])([CH3:17])[CH3:16].[Si:34]([O:35][C@@H:36]([CH2:40][CH2:41][CH3:42])[C@@H:37]([N:69]1[CH:68]=[N:67][C:66]2[C:70]1=[N:71][CH:72]=[N:73][C:65]=2[Cl:64])[CH3:38])([C:30]([CH3:33])([CH3:32])[CH3:31])([CH3:44])[CH3:43], predict the reactants needed to synthesize it. The reactants are: N(C(OC(C)C)=O)=NC(OC(C)C)=O.[Si:15]([O:22][C@H:23]([C@@H:25](O)[CH2:26][CH2:27][CH3:28])[CH3:24])([C:18]([CH3:21])([CH3:20])[CH3:19])([CH3:17])[CH3:16].[C:30]([Si:34]([CH3:44])([CH3:43])[O:35][C@@H:36]([CH2:40][CH2:41][CH3:42])[C@@H:37](O)[CH3:38])([CH3:33])([CH3:32])[CH3:31].C1(P(C2C=CC=CC=2)C2C=CC=CC=2)C=CC=CC=1.[Cl:64][C:65]1[N:73]=[CH:72][N:71]=[C:70]2[C:66]=1[N:67]=[CH:68][NH:69]2.